From a dataset of Forward reaction prediction with 1.9M reactions from USPTO patents (1976-2016). Predict the product of the given reaction. (1) Given the reactants [O:1]1[C:5]2[CH:6]=[CH:7][CH:8]=[C:9]([N:10]3[CH:15]=[CH:14][C:13](=[O:16])[C:12]([C:17](=O)/[CH:18]=[CH:19]/[N:20](C)C)=[N:11]3)[C:4]=2[O:3][CH2:2]1.[F:24][C:25]1[CH:26]=[C:27]([NH:31]N)[CH:28]=[CH:29][CH:30]=1, predict the reaction product. The product is: [O:1]1[C:5]2[CH:6]=[CH:7][CH:8]=[C:9]([N:10]3[CH:15]=[CH:14][C:13](=[O:16])[C:12]([C:17]4[N:31]([C:27]5[CH:28]=[CH:29][CH:30]=[C:25]([F:24])[CH:26]=5)[N:20]=[CH:19][CH:18]=4)=[N:11]3)[C:4]=2[O:3][CH2:2]1. (2) Given the reactants [Cl:1][C:2]1[CH:7]=[CH:6][CH:5]=[CH:4][C:3]=1[C:8]([N:10]1[CH2:15][CH2:14][NH:13][C:12](=O)[CH2:11]1)=[O:9].F[B-](F)(F)F.C([O+](CC)CC)C.[F:29][C:30]1[CH:31]=[CH:32][C:33]([C:36]([NH:38][NH2:39])=O)=[N:34][CH:35]=1, predict the reaction product. The product is: [Cl:1][C:2]1[CH:7]=[CH:6][CH:5]=[CH:4][C:3]=1[C:8]([N:10]1[CH2:15][CH2:14][N:13]2[C:36]([C:33]3[CH:32]=[CH:31][C:30]([F:29])=[CH:35][N:34]=3)=[N:38][N:39]=[C:12]2[CH2:11]1)=[O:9].